Dataset: Peptide-MHC class II binding affinity with 134,281 pairs from IEDB. Task: Regression. Given a peptide amino acid sequence and an MHC pseudo amino acid sequence, predict their binding affinity value. This is MHC class II binding data. (1) The peptide sequence is IAFLRFLAIPPTAGI. The MHC is DRB1_0101 with pseudo-sequence DRB1_0101. The binding affinity (normalized) is 0.695. (2) The peptide sequence is RCALHWFPGSHLLHV. The MHC is DRB1_0101 with pseudo-sequence DRB1_0101. The binding affinity (normalized) is 0.588.